This data is from Full USPTO retrosynthesis dataset with 1.9M reactions from patents (1976-2016). The task is: Predict the reactants needed to synthesize the given product. (1) Given the product [C:18]([C:15]1[CH:16]=[CH:17][C:12]([S:9]([NH:8][C:7]2[C:2]([C:31](=[O:32])[C:30]3[CH:37]=[CH:38][C:27]([F:26])=[CH:28][CH:29]=3)=[N:3][CH:4]=[C:5]([Cl:25])[CH:6]=2)(=[O:11])=[O:10])=[CH:13][CH:14]=1)([CH3:19])([CH3:21])[CH3:20], predict the reactants needed to synthesize it. The reactants are: Br[C:2]1[C:7]([N:8](COC)[S:9]([C:12]2[CH:17]=[CH:16][C:15]([C:18]([CH3:21])([CH3:20])[CH3:19])=[CH:14][CH:13]=2)(=[O:11])=[O:10])=[CH:6][C:5]([Cl:25])=[CH:4][N:3]=1.[F:26][C:27]1[CH:38]=[CH:37][C:30]([C:31](N(OC)C)=[O:32])=[CH:29][CH:28]=1.Cl.O1CCOCC1. (2) Given the product [Cl:1][C:2]1[CH:7]=[CH:6][C:5]([C:8]2[C:13]([CH:14]=[O:15])=[C:12]([CH3:16])[N:11]=[C:10]3[N:17]([CH2:22][C:23]4[CH:24]=[CH:25][C:26]([O:29][CH3:30])=[CH:27][CH:28]=4)[C:18]([CH3:21])=[C:19]([CH3:20])[C:9]=23)=[CH:4][CH:3]=1, predict the reactants needed to synthesize it. The reactants are: [Cl:1][C:2]1[CH:7]=[CH:6][C:5]([C:8]2[C:13]([CH2:14][OH:15])=[C:12]([CH3:16])[N:11]=[C:10]3[N:17]([CH2:22][C:23]4[CH:28]=[CH:27][C:26]([O:29][CH3:30])=[CH:25][CH:24]=4)[C:18]([CH3:21])=[C:19]([CH3:20])[C:9]=23)=[CH:4][CH:3]=1.C(N(CC)CC)C.O. (3) The reactants are: [C:1]([C:4]1[CH:9]=[CH:8][C:7]([C:10]2[C:11](=[O:22])[O:12][C:13]3[C:18]([CH:19]=2)=[CH:17][CH:16]=[C:15]([O:20][CH3:21])[CH:14]=3)=[CH:6][CH:5]=1)(=[O:3])[CH3:2]. Given the product [OH:3][CH:1]([C:4]1[CH:5]=[CH:6][C:7]([C:10]2[C:11](=[O:22])[O:12][C:13]3[C:18]([CH:19]=2)=[CH:17][CH:16]=[C:15]([O:20][CH3:21])[CH:14]=3)=[CH:8][CH:9]=1)[CH3:2], predict the reactants needed to synthesize it. (4) Given the product [CH2:33]([C:2]1[CH:3]=[C:4]([CH2:10][NH:11][C:12]2[CH:30]=[CH:29][CH:28]=[CH:27][C:13]=2[C:14]([NH:16][C:17]2[CH:22]=[CH:21][CH:20]=[C:19]([C:23]([F:25])([F:26])[F:24])[CH:18]=2)=[O:15])[CH:5]=[N:6][C:7]=1[O:8][CH3:9])[CH:32]=[CH2:31], predict the reactants needed to synthesize it. The reactants are: Br[C:2]1[CH:3]=[C:4]([CH2:10][NH:11][C:12]2[CH:30]=[CH:29][CH:28]=[CH:27][C:13]=2[C:14]([NH:16][C:17]2[CH:22]=[CH:21][CH:20]=[C:19]([C:23]([F:26])([F:25])[F:24])[CH:18]=2)=[O:15])[CH:5]=[N:6][C:7]=1[O:8][CH3:9].[CH2:31]([Sn](C1C=CC=CC=1)(C1C=CC=CC=1)C1C=CC=CC=1)[CH:32]=[CH2:33]. (5) Given the product [CH3:1][NH:2][S:3]([C:6]1[CH:7]=[C:8]2[C:12](=[CH:13][CH:14]=1)[NH:11][C:10](=[O:15])[C:9]2=[CH:30][C:22]1[NH:23][C:24]2[C:29]([C:21]=1[CH2:20][CH2:19][CH2:18][N:17]([CH3:32])[CH3:16])=[CH:28][CH:27]=[CH:26][CH:25]=2)(=[O:5])=[O:4], predict the reactants needed to synthesize it. The reactants are: [CH3:1][NH:2][S:3]([C:6]1[CH:7]=[C:8]2[C:12](=[CH:13][CH:14]=1)[NH:11][C:10](=[O:15])[CH2:9]2)(=[O:5])=[O:4].[CH3:16][N:17]([CH3:32])[CH2:18][CH2:19][CH2:20][C:21]1[C:29]2[C:24](=[CH:25][CH:26]=[CH:27][CH:28]=2)[NH:23][C:22]=1[CH:30]=O.